This data is from Forward reaction prediction with 1.9M reactions from USPTO patents (1976-2016). The task is: Predict the product of the given reaction. (1) Given the reactants [BH4-].[BH4-].[BH4-].[BH4-].[Na+].[Na+].[Na+].[Na+].[C:9]([O:13][CH:14]([C:20]1[C:24]([C:25]2[CH:26]=[CH:27][C:28]3[O:33][CH2:32][CH2:31][CH2:30][C:29]=3[CH:34]=2)=[C:23]([C:35]2[CH:40]=[CH:39][N:38]=[CH:37][CH:36]=2)[S:22][C:21]=1[CH:41]=[O:42])[C:15]([O:17][CH2:18][CH3:19])=[O:16])([CH3:12])([CH3:11])[CH3:10], predict the reaction product. The product is: [C:9]([O:13][CH:14]([C:20]1[C:24]([C:25]2[CH:26]=[CH:27][C:28]3[O:33][CH2:32][CH2:31][CH2:30][C:29]=3[CH:34]=2)=[C:23]([C:35]2[CH:40]=[CH:39][N:38]=[CH:37][CH:36]=2)[S:22][C:21]=1[CH2:41][OH:42])[C:15]([O:17][CH2:18][CH3:19])=[O:16])([CH3:10])([CH3:11])[CH3:12]. (2) Given the reactants [Cl:1][C:2]1[C:6]([C:7]([O:9]CC)=[O:8])=[CH:5][N:4]([C:12]2[CH:13]=[N:14][CH:15]=[CH:16][CH:17]=2)[N:3]=1.[OH-].[K+].O, predict the reaction product. The product is: [Cl:1][C:2]1[C:6]([C:7]([OH:9])=[O:8])=[CH:5][N:4]([C:12]2[CH:13]=[N:14][CH:15]=[CH:16][CH:17]=2)[N:3]=1. (3) Given the reactants CS(O[CH:6]([C:19]1[CH:20]=[N:21][C:22]([NH:51][C:52]2[CH:53]=[N:54][C:55]([O:58][CH3:59])=[CH:56][CH:57]=2)=[C:23]([C:25]2[N:30]=[C:29]([N:31]([CH2:41][C:42]3[CH:47]=[CH:46][C:45]([O:48][CH3:49])=[CH:44][CH:43]=3)[CH2:32][C:33]3[CH:38]=[CH:37][C:36]([O:39][CH3:40])=[CH:35][CH:34]=3)[N:28]=[C:27]([CH3:50])[N:26]=2)[CH:24]=1)[C:7]1[CH:12]=[CH:11][C:10]([S:13](=[O:18])(=[O:17])[N:14]([CH3:16])[CH3:15])=[CH:9][CH:8]=1)(=O)=O.[NH3:60], predict the reaction product. The product is: [NH2:60][CH:6]([C:19]1[CH:20]=[N:21][C:22]([NH:51][C:52]2[CH:53]=[N:54][C:55]([O:58][CH3:59])=[CH:56][CH:57]=2)=[C:23]([C:25]2[N:30]=[C:29]([N:31]([CH2:32][C:33]3[CH:34]=[CH:35][C:36]([O:39][CH3:40])=[CH:37][CH:38]=3)[CH2:41][C:42]3[CH:47]=[CH:46][C:45]([O:48][CH3:49])=[CH:44][CH:43]=3)[N:28]=[C:27]([CH3:50])[N:26]=2)[CH:24]=1)[C:7]1[CH:12]=[CH:11][C:10]([S:13]([N:14]([CH3:15])[CH3:16])(=[O:18])=[O:17])=[CH:9][CH:8]=1. (4) Given the reactants [CH:1]1([CH:4]([C:11]2[CH:16]=[C:15](O)[N:14]=[CH:13][N:12]=2)[CH2:5][C:6]([O:8][CH2:9][CH3:10])=[O:7])[CH2:3][CH2:2]1.CN(C=O)C.C(Cl)(=O)C([Cl:26])=O.O, predict the reaction product. The product is: [Cl:26][C:15]1[N:14]=[CH:13][N:12]=[C:11]([CH:4]([CH:1]2[CH2:3][CH2:2]2)[CH2:5][C:6]([O:8][CH2:9][CH3:10])=[O:7])[CH:16]=1.